Dataset: Full USPTO retrosynthesis dataset with 1.9M reactions from patents (1976-2016). Task: Predict the reactants needed to synthesize the given product. (1) Given the product [ClH:40].[C:12]([C:9]1[CH:8]=[C:7]([C:16]2[O:17][CH:18]=[C:19]([CH2:21][CH2:22][O:23][C:24]3[CH:25]=[CH:26][C:27]([CH:30]([N:38]([CH3:39])[CH3:37])[CH3:31])=[CH:28][CH:29]=3)[N:20]=2)[CH:6]=[C:5]([C:1]([CH3:3])([CH3:2])[CH3:4])[C:10]=1[OH:11])([CH3:13])([CH3:15])[CH3:14], predict the reactants needed to synthesize it. The reactants are: [C:1]([C:5]1[CH:6]=[C:7]([C:16]2[O:17][CH:18]=[C:19]([CH2:21][CH2:22][O:23][C:24]3[CH:29]=[CH:28][C:27]([C:30](=O)[CH3:31])=[CH:26][CH:25]=3)[N:20]=2)[CH:8]=[C:9]([C:12]([CH3:15])([CH3:14])[CH3:13])[C:10]=1[OH:11])([CH3:4])([CH3:3])[CH3:2].C([BH3-])#N.[Na+].[CH3:37][NH:38][CH3:39].[ClH:40]. (2) Given the product [Cl:1][C:2]1[CH:7]=[CH:6][CH:5]=[CH:4][C:3]=1[C@H:8]([O:10][C:11]1[CH:15]=[C:14]([N:16]2[C:20]3[CH:21]=[C:22]([OH:25])[CH:23]=[CH:24][C:19]=3[N:18]=[CH:17]2)[S:13][C:12]=1[C:35]([O:37][CH3:38])=[O:36])[CH3:9], predict the reactants needed to synthesize it. The reactants are: [Cl:1][C:2]1[CH:7]=[CH:6][CH:5]=[CH:4][C:3]=1[C@H:8]([O:10][C:11]1[CH:15]=[C:14]([N:16]2[C:20]3[CH:21]=[C:22]([O:25]CC4C=CC(OC)=CC=4)[CH:23]=[CH:24][C:19]=3[N:18]=[CH:17]2)[S:13][C:12]=1[C:35]([O:37][CH3:38])=[O:36])[CH3:9].FC(F)(F)C(O)=O.[OH-].[Na+].C([O-])(O)=O.[Na+]. (3) Given the product [Br:15][C:16]1[C:21]([CH3:22])=[CH:20][C:19]([C:6]([C:5]2[CH:9]=[CH:10][C:2]([F:1])=[CH:3][CH:4]=2)=[O:7])=[C:18]([O:23][CH3:24])[CH:17]=1, predict the reactants needed to synthesize it. The reactants are: [F:1][C:2]1[CH:10]=[CH:9][C:5]([C:6](Cl)=[O:7])=[CH:4][CH:3]=1.[Al+3].[Cl-].[Cl-].[Cl-].[Br:15][C:16]1[CH:17]=[C:18]([O:23][CH3:24])[CH:19]=[CH:20][C:21]=1[CH3:22]. (4) Given the product [F:1][C:2]1[CH:7]=[CH:6][CH:5]=[C:4]([F:8])[C:3]=1[C:9]1[NH:10][C:11]([CH:14]=[O:15])=[CH:12][N:13]=1, predict the reactants needed to synthesize it. The reactants are: [F:1][C:2]1[CH:7]=[CH:6][CH:5]=[C:4]([F:8])[C:3]=1[C:9]1[NH:10][C:11]([CH2:14][OH:15])=[CH:12][N:13]=1.C1C=C[NH+]=CC=1.[O-][Cr](Cl)(=O)=O.O. (5) Given the product [ClH:28].[CH:26]([C:18]1[C:17]2[C:22](=[CH:23][CH:24]=[CH:25][C:16]=2[NH:15][CH:12]2[CH2:13][CH2:14][CH:9]([NH2:8])[CH2:10][CH2:11]2)[CH:21]=[N:20][CH:19]=1)=[CH2:27], predict the reactants needed to synthesize it. The reactants are: C(OC([NH:8][CH:9]1[CH2:14][CH2:13][CH:12]([NH:15][C:16]2[CH:25]=[CH:24][CH:23]=[C:22]3[C:17]=2[C:18]([CH:26]=[CH2:27])=[CH:19][N:20]=[CH:21]3)[CH2:11][CH2:10]1)=O)(C)(C)C.[ClH:28].CO. (6) Given the product [C:12]([C:9]1[O:8][C:7]([NH:6][C:5]([NH:42][C@@H:35]2[C:36]3[C:41](=[CH:40][CH:39]=[CH:38][CH:37]=3)[C@@H:32]([O:31][C:28]3[CH:29]=[CH:30][C:25]4[N:26]([C:22]([CH:19]([CH3:21])[CH3:20])=[N:23][N:24]=4)[CH:27]=3)[CH2:33][CH2:34]2)=[O:16])=[N:11][N:10]=1)([CH3:13])([CH3:14])[CH3:15], predict the reactants needed to synthesize it. The reactants are: ClC(Cl)(Cl)CO[C:5](=[O:16])[NH:6][C:7]1[O:8][C:9]([C:12]([CH3:15])([CH3:14])[CH3:13])=[N:10][N:11]=1.[CH:19]([C:22]1[N:26]2[CH:27]=[C:28]([O:31][C@@H:32]3[C:41]4[C:36](=[CH:37][CH:38]=[CH:39][CH:40]=4)[C@@H:35]([NH2:42])[CH2:34][CH2:33]3)[CH:29]=[CH:30][C:25]2=[N:24][N:23]=1)([CH3:21])[CH3:20].CCN(C(C)C)C(C)C. (7) Given the product [Cl:1][C:2]1[CH:3]=[C:4]([N+:9]([O-:11])=[O:10])[CH:5]=[CH:6][C:7]=1[N:13]([CH3:14])[CH:15]1[CH2:16][CH2:17][N:18]([CH3:20])[CH2:19]1, predict the reactants needed to synthesize it. The reactants are: [Cl:1][C:2]1[CH:3]=[C:4]([N+:9]([O-:11])=[O:10])[CH:5]=[CH:6][C:7]=1F.C[N:13]([CH:15]1[CH2:19][NH:18][CH2:17][CH2:16]1)[CH3:14].[C:20](OCC)(=O)C. (8) Given the product [C:35]([O:23][CH2:22][C@H:19]1[CH2:20][CH2:21][C@H:16]([O:15][C@@H:13]([C:5]2[CH:4]=[C:3]([C:2]([F:1])([F:33])[F:34])[CH:8]=[C:7]([C:9]([F:10])([F:11])[F:12])[CH:6]=2)[CH3:14])[C@@H:17]([C:26]2[CH:27]=[CH:28][C:29]([F:32])=[CH:30][CH:31]=2)[C@@H:18]1[CH2:24][OH:25])(=[O:37])[CH3:36], predict the reactants needed to synthesize it. The reactants are: [F:1][C:2]([F:34])([F:33])[C:3]1[CH:4]=[C:5]([C@H:13]([O:15][C@H:16]2[CH2:21][CH2:20][C@H:19]([CH2:22][OH:23])[C@@H:18]([CH2:24][OH:25])[C@@H:17]2[C:26]2[CH:31]=[CH:30][C:29]([F:32])=[CH:28][CH:27]=2)[CH3:14])[CH:6]=[C:7]([C:9]([F:12])([F:11])[F:10])[CH:8]=1.[C:35](Cl)(=[O:37])[CH3:36].